From a dataset of Experimentally validated miRNA-target interactions with 360,000+ pairs, plus equal number of negative samples. Binary Classification. Given a miRNA mature sequence and a target amino acid sequence, predict their likelihood of interaction. (1) The miRNA is hsa-miR-4298 with sequence CUGGGACAGGAGGAGGAGGCAG. The protein sequence of the target gene is MALLRGVFIVAAKRTPFGAYGGLLKDFSATDLTEFAARAALSAGKVPPETIDSVIVGNVMQSSSDAAYLARHVGLRVGVPTETGALTLNRLCGSGFQSIVSGCQEICSKDAEVVLCGGTESMSQSPYCVRNVRFGTKFGLDLKLEDTLWAGLTDQHVKLPMGMTAENLAAKYNISREDCDRYALQSQQRWKAANEAGYFNEEMAPIEVKTKKGKQTMQVDEHARPQTTLEQLQKLPSVFKKDGTVTAGNASGVSDGAGAVIIASEDAVKKHNFTPLARVVGYFVSGCDPTIMGIGPVPAI.... Result: 0 (no interaction). (2) The miRNA is hsa-miR-1976 with sequence CCUCCUGCCCUCCUUGCUGU. The protein sequence of the target gene is MADLANEEKPAIAPPVFVFQKDKGQKSPAEQKNLSDSGEEPRGEAEAPHHGTGHPESAGEHALEPPAPAGASASTPPPPAPEAQLPPFPRELAGRSAGGSSPEGGEDSDREDGNYCPPVKRERTSSLTQFPPSQSEERSSGFRLKPPTLIHGQAPSAGLPSQKPKEQQRSVLRPAVLQAPQPKALSQTVPSSGTNGVSLPADCTGAVPAASPDTAAWRSPSEAADEVCALEEKEPQKNESSNASEEEACEKKDPATQQAFVFGQNLRDRVKLINESVDEADMENAGHPSADTPTATNYFL.... Result: 0 (no interaction).